Predict the product of the given reaction. From a dataset of Forward reaction prediction with 1.9M reactions from USPTO patents (1976-2016). (1) Given the reactants O1[C:5]2([CH2:9][CH2:8][N:7]([C@H:10]3[CH2:15][CH2:14][CH2:13][CH2:12][C@@H:11]3[O:16][CH2:17][C:18]3[C:23]([Cl:24])=[CH:22][CH:21]=[CH:20][C:19]=3[Cl:25])[CH2:6]2)[O:4]CC1.[H-].[Na+].O1C2(CCN([C@H]3CCCC[C@@H]3O)C2)OCC1.ClC1C=CC=C(Cl)C=1CBr, predict the reaction product. The product is: [ClH:24].[O:4]=[C:5]1[CH2:9][CH2:8][N:7]([C@H:10]2[CH2:15][CH2:14][CH2:13][CH2:12][C@@H:11]2[O:16][CH2:17][C:18]2[C:23]([Cl:24])=[CH:22][CH:21]=[CH:20][C:19]=2[Cl:25])[CH2:6]1. (2) Given the reactants Cl[C:2]1[C:7]([Cl:8])=[CH:6][CH:5]=[CH:4][N:3]=1.[NH2:9][C:10]1[CH:15]=[CH:14][CH:13]=[CH:12][N:11]=1.Cl[C:17]1[C:26]2[C:21](=[CH:22][CH:23]=[C:24]([OH:27])[CH:25]=2)[N:20]=[CH:19][N:18]=1, predict the reaction product. The product is: [Cl:8][C:7]1[C:2]([O:27][C:24]2[CH:25]=[C:26]3[C:21](=[CH:22][CH:23]=2)[N:20]=[CH:19][N:18]=[C:17]3[NH:9][C:10]2[CH:15]=[CH:14][CH:13]=[CH:12][N:11]=2)=[N:3][CH:4]=[CH:5][CH:6]=1. (3) Given the reactants Br[C:2]1[CH:7]=[CH:6][C:5]([N:8]2[C:12]([CH2:13][C@@H:14]3[CH2:18][CH2:17][N:16]([C:19]([CH:21]4[CH2:23][CH2:22]4)=[O:20])[CH2:15]3)=[N:11][NH:10][C:9]2=[O:24])=[C:4]([F:25])[CH:3]=1.[F:26][C:27]1[CH:32]=[CH:31][C:30](B(O)O)=[CH:29][CH:28]=1.C(=O)([O-])[O-].[K+].[K+], predict the reaction product. The product is: [CH:21]1([C:19]([N:16]2[CH2:17][CH2:18][C@@H:14]([CH2:13][C:12]3[N:8]([C:5]4[CH:6]=[CH:7][C:2]([C:30]5[CH:31]=[CH:32][C:27]([F:26])=[CH:28][CH:29]=5)=[CH:3][C:4]=4[F:25])[C:9](=[O:24])[NH:10][N:11]=3)[CH2:15]2)=[O:20])[CH2:23][CH2:22]1. (4) Given the reactants [F:1][C:2]([F:15])([F:14])[CH2:3][N:4]1[CH:9]2[CH2:10][CH2:11][CH2:12][CH:5]1[CH2:6][C:7](=O)[CH2:8]2.Cl.[NH2:17][OH:18], predict the reaction product. The product is: [F:1][C:2]([F:15])([F:14])[CH2:3][N:4]1[CH:9]2[CH2:10][CH2:11][CH2:12][CH:5]1[CH2:6][C:7](=[N:17][OH:18])[CH2:8]2.